Task: Regression. Given a peptide amino acid sequence and an MHC pseudo amino acid sequence, predict their binding affinity value. This is MHC class I binding data.. Dataset: Peptide-MHC class I binding affinity with 185,985 pairs from IEDB/IMGT (1) The peptide sequence is IPVRRGYTT. The MHC is HLA-B46:01 with pseudo-sequence HLA-B46:01. The binding affinity (normalized) is 0.0847. (2) The peptide sequence is AFFSDLVKF. The MHC is HLA-B27:05 with pseudo-sequence HLA-B27:05. The binding affinity (normalized) is 0.213. (3) The peptide sequence is NHINVMLSL. The MHC is Mamu-A07 with pseudo-sequence Mamu-A07. The binding affinity (normalized) is 0.835. (4) The peptide sequence is MMYASWGVH. The MHC is HLA-B15:01 with pseudo-sequence HLA-B15:01. The binding affinity (normalized) is 0.800. (5) The peptide sequence is RQFITAFEF. The MHC is Mamu-B52 with pseudo-sequence Mamu-B52. The binding affinity (normalized) is 0.845. (6) The peptide sequence is TSTPQEQIGW. The MHC is HLA-A03:01 with pseudo-sequence HLA-A03:01. The binding affinity (normalized) is 0. (7) The peptide sequence is RKMPHLFSK. The MHC is HLA-A80:01 with pseudo-sequence HLA-A80:01. The binding affinity (normalized) is 0.0847. (8) The peptide sequence is EMSLADYLY. The MHC is HLA-B15:01 with pseudo-sequence HLA-B15:01. The binding affinity (normalized) is 0.689. (9) The peptide sequence is KPKLKVATL. The MHC is HLA-B07:02 with pseudo-sequence HLA-B07:02. The binding affinity (normalized) is 0.610. (10) The peptide sequence is AEDLADHHV. The MHC is HLA-B39:01 with pseudo-sequence HLA-B39:01. The binding affinity (normalized) is 0.0847.